The task is: Predict the reaction yield, written as a fraction of the theoretical maximum amount of product (1.0 means a 100% yield; for example, 0.34 means a 34% yield).. This data is from Reaction yield outcomes from USPTO patents with 853,638 reactions. (1) The reactants are [CH2:1]([O:8][C:9]1[CH:10]=[CH:11][CH:12]=[C:13]2[C:18]=1[N:17]=[C:16]([C:19]([O:21][CH2:22][C:23]1[CH:28]=[CH:27][CH:26]=[CH:25][CH:24]=1)=[O:20])[CH:15]=[CH:14]2)[C:2]1[CH:7]=[CH:6][CH:5]=[CH:4][CH:3]=1.[Br:29]C1C(=O)C(Br)=CC(Br)(Br)C=1. The catalyst is ClCCl. The product is [CH2:22]([O:21][C:19]([C:16]1[CH:15]=[CH:14][C:13]2[C:18](=[C:9]([O:8][CH2:1][C:2]3[CH:3]=[CH:4][CH:5]=[CH:6][CH:7]=3)[CH:10]=[CH:11][C:12]=2[Br:29])[N:17]=1)=[O:20])[C:23]1[CH:28]=[CH:27][CH:26]=[CH:25][CH:24]=1. The yield is 0.860. (2) The reactants are [N+:1]([C:4]1[CH:5]=[N:6][N:7]([C:9]2[CH:14]=[CH:13][CH:12]=[CH:11][CH:10]=2)[CH:8]=1)([O-])=O. The catalyst is CO.CCOC(C)=O.[Pd]. The product is [NH2:1][C:4]1[CH:5]=[N:6][N:7]([C:9]2[CH:14]=[CH:13][CH:12]=[CH:11][CH:10]=2)[CH:8]=1. The yield is 694. (3) The reactants are [CH3:1][S:2]([C:5]1[CH:6]=[N:7][CH:8]=[C:9]([CH:14]=1)[C:10](OC)=[O:11])(=[O:4])=[O:3].[NH2:15][NH2:16]. The catalyst is CO. The product is [CH3:1][S:2]([C:5]1[CH:6]=[N:7][CH:8]=[C:9]([CH:14]=1)[C:10]([NH:15][NH2:16])=[O:11])(=[O:4])=[O:3]. The yield is 0.800. (4) The reactants are [N:1]1([C:6]2[CH:7]=[C:8]([CH3:23])[C:9]3[N:13]=[C:12]([C:14]4[C:15](=[O:21])[NH:16][CH:17]=[CH:18][C:19]=4I)[NH:11][C:10]=3[CH:22]=2)[CH:5]=[CH:4][N:3]=[CH:2]1.[C:24]1([C@@H:30]([CH2:32][OH:33])[NH2:31])[CH:29]=[CH:28][CH:27]=[CH:26][CH:25]=1.CN1CCOCC1. The catalyst is CN(C=O)C. The product is [OH:33][CH2:32][C@@H:30]([NH:31][C:19]1[CH:18]=[CH:17][NH:16][C:15](=[O:21])[C:14]=1[C:12]1[NH:11][C:10]2[CH:22]=[C:6]([N:1]3[CH:5]=[CH:4][N:3]=[CH:2]3)[CH:7]=[C:8]([CH3:23])[C:9]=2[N:13]=1)[C:24]1[CH:29]=[CH:28][CH:27]=[CH:26][CH:25]=1. The yield is 0.520. (5) The reactants are Br[C:2]1[CH:7]=[CH:6][C:5]([C:8]2[CH:21]=[CH:20][C:19]3[C:10](=[C:11]([C:28]4[CH:33]=[CH:32][CH:31]=[CH:30][CH:29]=4)[C:12]4[C:17]([C:18]=3[C:22]3[CH:27]=[CH:26][CH:25]=[CH:24][CH:23]=3)=[CH:16][CH:15]=[CH:14][CH:13]=4)[CH:9]=2)=[CH:4][CH:3]=1.[CH:34]1[C:42]2[C:41]3[CH:43]=[CH:44][CH:45]=[CH:46][C:40]=3[O:39][C:38]=2[C:37]([C:47]2[CH:48]=[CH:49][C:50]3[NH:51][C:52]4[C:57]([C:58]=3[CH:59]=2)=[CH:56][CH:55]=[CH:54][CH:53]=4)=[CH:36][CH:35]=1.CC(C)([O-])C.[Na+].C(P(C(C)(C)C)C(C)(C)C)(C)(C)C. The catalyst is C1C=CC(/C=C/C(/C=C/C2C=CC=CC=2)=O)=CC=1.C1C=CC(/C=C/C(/C=C/C2C=CC=CC=2)=O)=CC=1.[Pd].CCCCCC.C1(C)C=CC=CC=1. The product is [CH:34]1[C:42]2[C:41]3[CH:43]=[CH:44][CH:45]=[CH:46][C:40]=3[O:39][C:38]=2[C:37]([C:47]2[CH:48]=[CH:49][C:50]3[N:51]([C:2]4[CH:3]=[CH:4][C:5]([C:8]5[CH:21]=[CH:20][C:19]6[C:10](=[C:11]([C:28]7[CH:33]=[CH:32][CH:31]=[CH:30][CH:29]=7)[C:12]7[C:17]([C:18]=6[C:22]6[CH:27]=[CH:26][CH:25]=[CH:24][CH:23]=6)=[CH:16][CH:15]=[CH:14][CH:13]=7)[CH:9]=5)=[CH:6][CH:7]=4)[C:52]4[C:57]([C:58]=3[CH:59]=2)=[CH:56][CH:55]=[CH:54][CH:53]=4)=[CH:36][CH:35]=1. The yield is 0.710. (6) The reactants are [C:1]1([C:3](=[CH:5][CH:6]=[CH:7][CH:8]=1)[OH:4])[OH:2].CO[C:11](OC)([CH3:13])[CH3:12].C([O-])(O)=O.[Na+]. The catalyst is C1(C)C=CC=CC=1.CC1C=CC(S(O)(=O)=O)=CC=1. The product is [CH3:12][C:11]1([CH3:13])[O:4][C:3]2[CH:5]=[CH:6][CH:7]=[CH:8][C:1]=2[O:2]1. The yield is 0.170. (7) The reactants are [F:1][C:2]1[CH:9]=[CH:8][C:5]([CH:6]=O)=[C:4]([O:10][CH3:11])[CH:3]=1.C(O)(=O)[CH2:13][C:14]([OH:16])=[O:15]. The catalyst is N1C=CC=CC=1. The product is [F:1][C:2]1[CH:9]=[CH:8][C:5](/[CH:6]=[CH:13]/[C:14]([OH:16])=[O:15])=[C:4]([O:10][CH3:11])[CH:3]=1. The yield is 0.960. (8) The reactants are [CH3:1][O:2][CH:3]1[CH2:8][CH2:7][N:6]([C:9]2[N:14]=[C:13]([NH2:15])[CH:12]=[CH:11][N:10]=2)[CH2:5][CH2:4]1.Cl[C:17]1[N:22]=[CH:21][C:20]2[C:23]([C:29]([NH:31][CH2:32][CH3:33])=[O:30])=[CH:24][N:25]([CH:26]([CH3:28])[CH3:27])[C:19]=2[CH:18]=1.CC(C)([O-])C.[Na+]. The catalyst is CC(O)(C)C. The product is [CH2:32]([NH:31][C:29]([C:23]1[C:20]2[CH:21]=[N:22][C:17]([NH:15][C:13]3[CH:12]=[CH:11][N:10]=[C:9]([N:6]4[CH2:5][CH2:4][CH:3]([O:2][CH3:1])[CH2:8][CH2:7]4)[N:14]=3)=[CH:18][C:19]=2[N:25]([CH:26]([CH3:27])[CH3:28])[CH:24]=1)=[O:30])[CH3:33]. The yield is 0.540.